Task: Predict the reactants needed to synthesize the given product.. Dataset: Full USPTO retrosynthesis dataset with 1.9M reactions from patents (1976-2016) (1) Given the product [P:1]([O:5][CH2:6][C:7]([OH:9])=[O:8])([OH:4])([OH:3])=[O:2].[CH3:36][O:35][C:10]([O:44][CH3:45])([CH3:15])[CH3:11], predict the reactants needed to synthesize it. The reactants are: [P:1]([O:5][CH2:6][C:7]([O-:9])=[O:8])([OH:4])([OH:3])=[O:2].[CH:10]1([NH3+])[CH2:15]CCC[CH2:11]1.C1([NH3+])CCCCC1.C1([NH3+])CCCCC1.P([O:35][CH2:36]C([O-])=O)(O)(O)=O.P([O:44][CH2:45]C([O-])=O)(O)(O)=O. (2) Given the product [Cl:8][CH2:9][C:10]1[CH:11]=[C:12]([CH:16]=[CH:17][CH:18]=1)[C:13]([NH:1][C:2]1[CH:7]=[CH:6][CH:5]=[CH:4][CH:3]=1)=[O:14], predict the reactants needed to synthesize it. The reactants are: [NH2:1][C:2]1[CH:7]=[CH:6][CH:5]=[CH:4][CH:3]=1.[Cl:8][CH2:9][C:10]1[CH:11]=[C:12]([CH:16]=[CH:17][CH:18]=1)[C:13](Cl)=[O:14]. (3) Given the product [CH3:3][O:4][C:5]([C:6]1[C:7]([C:18]2[CH:19]=[C:20]([O:24][CH3:25])[C:21]([O:22][CH3:23])=[C:16]([O:15][CH3:14])[CH:17]=2)=[CH:8][CH:9]=[CH:10][CH:11]=1)=[O:13], predict the reactants needed to synthesize it. The reactants are: N#N.[CH3:3][O:4][C:5](=[O:13])[C:6]1[CH:11]=[CH:10][CH:9]=[CH:8][C:7]=1Br.[CH3:14][O:15][C:16]1[CH:17]=[C:18](B(O)O)[CH:19]=[C:20]([O:24][CH3:25])[C:21]=1[O:22][CH3:23]. (4) Given the product [Si:1]([O:8][C:9]1[CH:10]=[CH:11][CH:12]=[C:13]2[C:18]=1[N:17]=[C:16]([C:19]1[N:23]3[CH:24]=[CH:25][C:26]([CH:29]=[CH2:30])=[CH:27][C:22]3=[N:21][N:20]=1)[CH:15]=[CH:14]2)([C:4]([CH3:7])([CH3:6])[CH3:5])([CH3:3])[CH3:2], predict the reactants needed to synthesize it. The reactants are: [Si:1]([O:8][C:9]1[CH:10]=[CH:11][CH:12]=[C:13]2[C:18]=1[N:17]=[C:16]([C:19]1[N:23]3[CH:24]=[CH:25][C:26](I)=[CH:27][C:22]3=[N:21][N:20]=1)[CH:15]=[CH:14]2)([C:4]([CH3:7])([CH3:6])[CH3:5])([CH3:3])[CH3:2].[CH2:29]([Sn](CCCC)(CCCC)C=C)[CH2:30]CC.O1C=CC=C1P(C1OC=CC=1)C1OC=CC=1.C(N(CC)CC)C. (5) Given the product [C:25]([N:4]1[CH2:5][CH2:6][N:1]([C:11]([O:13][C:14]([CH3:17])([CH3:16])[CH3:15])=[O:12])[CH2:2][C@H:3]1[C:7]([O:9][CH3:10])=[O:8])(=[O:27])[CH3:26], predict the reactants needed to synthesize it. The reactants are: [N:1]1([C:11]([O:13][C:14]([CH3:17])([CH3:16])[CH3:15])=[O:12])[CH2:6][CH2:5][NH:4][C@H:3]([C:7]([O:9][CH3:10])=[O:8])[CH2:2]1.C(N(CC)CC)C.[C:25](Cl)(=[O:27])[CH3:26]. (6) The reactants are: [CH3:1][C:2]1[C:3]([C:19]([O:21][CH2:22][CH3:23])=[O:20])=[C:4]2[CH:9]=[CH:8][CH:7]=[N:6][N:5]2[C:10]=1[CH:11]([CH:13]1[CH2:18][CH2:17][NH:16][CH2:15][CH2:14]1)[CH3:12].Br[CH2:25][CH2:26][C:27]([F:30])([F:29])[F:28].C(=O)([O-])[O-].[K+].[K+]. Given the product [CH3:1][C:2]1[C:3]([C:19]([O:21][CH2:22][CH3:23])=[O:20])=[C:4]2[CH:9]=[CH:8][CH:7]=[N:6][N:5]2[C:10]=1[CH:11]([CH:13]1[CH2:18][CH2:17][N:16]([CH2:25][CH2:26][C:27]([F:30])([F:29])[F:28])[CH2:15][CH2:14]1)[CH3:12], predict the reactants needed to synthesize it. (7) Given the product [CH2:13]([C:17]1[N:18]=[C:19]([CH3:48])[N:20]([C:39]2[CH:44]=[CH:43][C:42]([O:45][CH3:46])=[C:41]([CH3:47])[CH:40]=2)[C:21](=[O:38])[C:22]=1[CH2:23][C:24]1[CH:25]=[CH:26][C:27]([C:30]2[CH:35]=[CH:34][CH:33]=[CH:32][C:31]=2[C:36]2[NH:3][C:4](=[O:7])[O:5][N:37]=2)=[CH:28][CH:29]=1)[CH2:14][CH2:15][CH3:16], predict the reactants needed to synthesize it. The reactants are: [Cl-].O[NH3+:3].[C:4](=[O:7])([O-])[OH:5].[Na+].CS(C)=O.[CH2:13]([C:17]1[N:18]=[C:19]([CH3:48])[N:20]([C:39]2[CH:44]=[CH:43][C:42]([O:45][CH3:46])=[C:41]([CH3:47])[CH:40]=2)[C:21](=[O:38])[C:22]=1[CH2:23][C:24]1[CH:29]=[CH:28][C:27]([C:30]2[C:31]([C:36]#[N:37])=[CH:32][CH:33]=[CH:34][CH:35]=2)=[CH:26][CH:25]=1)[CH2:14][CH2:15][CH3:16].